Binary Classification. Given a drug SMILES string, predict its activity (active/inactive) in a high-throughput screening assay against a specified biological target. From a dataset of SARS-CoV-2 main protease (3CLPro) crystallographic fragment screen with 879 compounds. (1) The result is 0 (inactive). The compound is C[C@H]1C[C@H](C(=O)OC(C)(C)C)CN1C. (2) The molecule is Cc1csc(CNC(=O)c2cc[nH]n2)n1. The result is 0 (inactive). (3) The molecule is CC(=O)Nc1cc2c(cc1C)OCO2. The result is 0 (inactive). (4) The drug is COCC(=O)Nc1nnc(C)s1. The result is 0 (inactive). (5) The compound is COCCn1ccc(Br)cc1=O. The result is 0 (inactive). (6) The result is 1 (active). The molecule is Nc1cncnc1.